Dataset: Full USPTO retrosynthesis dataset with 1.9M reactions from patents (1976-2016). Task: Predict the reactants needed to synthesize the given product. (1) Given the product [C:48]([O:47][C:45]([N:42]1[CH2:41][CH2:40][C:39]2([CH2:38][N:37]([C:8](=[O:10])/[CH:7]=[CH:6]/[C:5]3[CH:4]=[CH:3][C:2]([Br:1])=[CH:12][CH:11]=3)[CH2:36]2)[CH2:44][CH2:43]1)=[O:46])([CH3:51])([CH3:49])[CH3:50], predict the reactants needed to synthesize it. The reactants are: [Br:1][C:2]1[CH:12]=[CH:11][C:5]([CH:6]=[CH:7][C:8]([OH:10])=O)=[CH:4][CH:3]=1.C(Cl)CCl.C1C=CC2N(O)N=NC=2C=1.CCN(C(C)C)C(C)C.[CH2:36]1[C:39]2([CH2:44][CH2:43][N:42]([C:45]([O:47][C:48]([CH3:51])([CH3:50])[CH3:49])=[O:46])[CH2:41][CH2:40]2)[CH2:38][NH:37]1. (2) Given the product [NH2:8][CH2:7][CH:6]([CH2:16][C:17]1[CH:22]=[CH:21][C:20]([O:23][CH2:24][CH2:25][O:26][C:27]2[C:32]([Cl:33])=[CH:31][C:30]([CH3:34])=[CH:29][C:28]=2[Cl:35])=[CH:19][CH:18]=1)[C:5]([N:4]([CH:1]1[CH2:2][CH2:3]1)[CH2:37][C:38]1[C:47]2[C:42](=[CH:43][CH:44]=[CH:45][CH:46]=2)[N:41]=[CH:40][CH:39]=1)=[O:36], predict the reactants needed to synthesize it. The reactants are: [CH:1]1([N:4]([CH2:37][C:38]2[C:47]3[C:42](=[CH:43][CH:44]=[CH:45][CH:46]=3)[N:41]=[CH:40][CH:39]=2)[C:5](=[O:36])[CH:6]([CH2:16][C:17]2[CH:22]=[CH:21][C:20]([O:23][CH2:24][CH2:25][O:26][C:27]3[C:32]([Cl:33])=[CH:31][C:30]([CH3:34])=[CH:29][C:28]=3[Cl:35])=[CH:19][CH:18]=2)[CH2:7][NH:8]C(=O)OC(C)(C)C)[CH2:3][CH2:2]1.Cl.